From a dataset of Reaction yield outcomes from USPTO patents with 853,638 reactions. Predict the reaction yield, written as a fraction of the theoretical maximum amount of product (1.0 means a 100% yield; for example, 0.34 means a 34% yield). (1) The reactants are Cl[C:2]1[N:3]=[CH:4][C:5]2[CH:10]=[CH:9][N:8]([CH2:11][C:12]([N:14]3[CH2:19][CH2:18][O:17][CH2:16][CH2:15]3)=[O:13])[C:6]=2[N:7]=1.[CH2:20]1[C:29]2[C:24](=[CH:25][CH:26]=[CH:27][CH:28]=2)[CH2:23][CH2:22][N:21]1[CH2:30][CH:31]([OH:49])[CH2:32][NH:33][C:34]1[CH:39]=[C:38](B2OC(C)(C)C(C)(C)O2)[CH:37]=[CH:36][N:35]=1.C([O-])([O-])=O.[K+].[K+]. The catalyst is O1CCOCC1.O.C1C=CC(P(C2C=CC=CC=2)[C-]2C=CC=C2)=CC=1.C1C=CC(P(C2C=CC=CC=2)[C-]2C=CC=C2)=CC=1.Cl[Pd]Cl.[Fe+2]. The product is [CH2:20]1[C:29]2[C:24](=[CH:25][CH:26]=[CH:27][CH:28]=2)[CH2:23][CH2:22][N:21]1[CH2:30][CH:31]([OH:49])[CH2:32][NH:33][C:34]1[CH:39]=[C:38]([C:2]2[N:3]=[CH:4][C:5]3[CH:10]=[CH:9][N:8]([CH2:11][C:12]([N:14]4[CH2:19][CH2:18][O:17][CH2:16][CH2:15]4)=[O:13])[C:6]=3[N:7]=2)[CH:37]=[CH:36][N:35]=1. The yield is 0.290. (2) The reactants are [CH3:1][O:2][C:3](=[O:20])[C:4]1[CH:9]=[CH:8][CH:7]=[C:6](/[CH:10]=[CH:11]/[C:12]2[N:17]=[C:16](O)[CH:15]=[C:14]([CH3:19])[N:13]=2)[CH:5]=1.O=P(Cl)(Cl)[Cl:23]. No catalyst specified. The product is [CH3:1][O:2][C:3](=[O:20])[C:4]1[CH:9]=[CH:8][CH:7]=[C:6](/[CH:10]=[CH:11]/[C:12]2[N:17]=[C:16]([Cl:23])[CH:15]=[C:14]([CH3:19])[N:13]=2)[CH:5]=1. The yield is 0.450. (3) The reactants are [OH:1][C:2]1[CH:7]=[CH:6][C:5](B(O)O)=[CH:4][CH:3]=1.I[C:12]1[C:20]2[C:15](=[N:16][CH:17]=[N:18][C:19]=2[NH2:21])[N:14]([CH:22]([CH3:24])[CH3:23])[N:13]=1.C([O-])([O-])=O.[Na+].[Na+]. The catalyst is CCO.COCCOC.C1C=CC([P]([Pd]([P](C2C=CC=CC=2)(C2C=CC=CC=2)C2C=CC=CC=2)([P](C2C=CC=CC=2)(C2C=CC=CC=2)C2C=CC=CC=2)[P](C2C=CC=CC=2)(C2C=CC=CC=2)C2C=CC=CC=2)(C2C=CC=CC=2)C2C=CC=CC=2)=CC=1. The product is [NH2:21][C:19]1[N:18]=[CH:17][N:16]=[C:15]2[N:14]([CH:22]([CH3:24])[CH3:23])[N:13]=[C:12]([C:5]3[CH:6]=[CH:7][C:2]([OH:1])=[CH:3][CH:4]=3)[C:20]=12. The yield is 0.320.